Dataset: Forward reaction prediction with 1.9M reactions from USPTO patents (1976-2016). Task: Predict the product of the given reaction. Given the reactants [H-].[Na+].[C:3]1([OH:9])[CH:8]=[CH:7][CH:6]=[CH:5][CH:4]=1.[Br:10][C:11]1[C:12](Cl)=[N:13][CH:14]=[C:15]([CH3:17])[CH:16]=1.O, predict the reaction product. The product is: [Br:10][C:11]1[C:12]([O:9][C:3]2[CH:8]=[CH:7][CH:6]=[CH:5][CH:4]=2)=[N:13][CH:14]=[C:15]([CH3:17])[CH:16]=1.